The task is: Predict the reaction yield, written as a fraction of the theoretical maximum amount of product (1.0 means a 100% yield; for example, 0.34 means a 34% yield).. This data is from Reaction yield outcomes from USPTO patents with 853,638 reactions. The reactants are [N:1]1([C:7]2[CH:15]=[CH:14][CH:13]=[C:12]3[C:8]=2[CH2:9][CH2:10][C@@H:11]3[OH:16])[CH2:6][CH2:5][O:4][CH2:3][CH2:2]1.[CH3:17][O:18][C:19](=[O:31])[CH2:20][C@H:21]1[C:25]2[CH:26]=[CH:27][C:28](O)=[CH:29][C:24]=2[O:23][CH2:22]1. No catalyst specified. The product is [CH3:17][O:18][C:19](=[O:31])[CH2:20][C@H:21]1[C:25]2[CH:26]=[CH:27][C:28]([O:16][C@H:11]3[C:12]4[C:8](=[C:7]([N:1]5[CH2:2][CH2:3][O:4][CH2:5][CH2:6]5)[CH:15]=[CH:14][CH:13]=4)[CH2:9][CH2:10]3)=[CH:29][C:24]=2[O:23][CH2:22]1. The yield is 0.230.